This data is from NCI-60 drug combinations with 297,098 pairs across 59 cell lines. The task is: Regression. Given two drug SMILES strings and cell line genomic features, predict the synergy score measuring deviation from expected non-interaction effect. (1) Drug 1: C1CCC(C1)C(CC#N)N2C=C(C=N2)C3=C4C=CNC4=NC=N3. Drug 2: CC1CCC2CC(C(=CC=CC=CC(CC(C(=O)C(C(C(=CC(C(=O)CC(OC(=O)C3CCCCN3C(=O)C(=O)C1(O2)O)C(C)CC4CCC(C(C4)OC)O)C)C)O)OC)C)C)C)OC. Cell line: UO-31. Synergy scores: CSS=45.1, Synergy_ZIP=5.75, Synergy_Bliss=7.25, Synergy_Loewe=11.5, Synergy_HSA=12.7. (2) Drug 1: CCCS(=O)(=O)NC1=C(C(=C(C=C1)F)C(=O)C2=CNC3=C2C=C(C=N3)C4=CC=C(C=C4)Cl)F. Drug 2: CC1CCC2CC(C(=CC=CC=CC(CC(C(=O)C(C(C(=CC(C(=O)CC(OC(=O)C3CCCCN3C(=O)C(=O)C1(O2)O)C(C)CC4CCC(C(C4)OC)OCCO)C)C)O)OC)C)C)C)OC. Cell line: MCF7. Synergy scores: CSS=28.0, Synergy_ZIP=4.00, Synergy_Bliss=4.63, Synergy_Loewe=-14.1, Synergy_HSA=3.57. (3) Drug 1: C1=CN(C(=O)N=C1N)C2C(C(C(O2)CO)O)O.Cl. Drug 2: CC=C1C(=O)NC(C(=O)OC2CC(=O)NC(C(=O)NC(CSSCCC=C2)C(=O)N1)C(C)C)C(C)C. Cell line: RXF 393. Synergy scores: CSS=30.1, Synergy_ZIP=-8.96, Synergy_Bliss=-4.24, Synergy_Loewe=-43.1, Synergy_HSA=-1.76. (4) Drug 1: C1CCC(C1)C(CC#N)N2C=C(C=N2)C3=C4C=CNC4=NC=N3. Drug 2: C1CCN(CC1)CCOC2=CC=C(C=C2)C(=O)C3=C(SC4=C3C=CC(=C4)O)C5=CC=C(C=C5)O. Cell line: MDA-MB-231. Synergy scores: CSS=8.08, Synergy_ZIP=-0.850, Synergy_Bliss=3.33, Synergy_Loewe=1.64, Synergy_HSA=1.26. (5) Drug 1: C1=CC=C(C(=C1)C(C2=CC=C(C=C2)Cl)C(Cl)Cl)Cl. Drug 2: CCCCCOC(=O)NC1=NC(=O)N(C=C1F)C2C(C(C(O2)C)O)O. Cell line: OVCAR3. Synergy scores: CSS=-4.61, Synergy_ZIP=3.77, Synergy_Bliss=3.34, Synergy_Loewe=-0.651, Synergy_HSA=-3.55. (6) Drug 1: C1CN1P(=S)(N2CC2)N3CC3. Drug 2: C1C(C(OC1N2C=NC3=C(N=C(N=C32)Cl)N)CO)O. Cell line: A549. Synergy scores: CSS=42.5, Synergy_ZIP=-4.92, Synergy_Bliss=-1.24, Synergy_Loewe=-4.24, Synergy_HSA=0.249. (7) Drug 1: C1C(C(OC1N2C=NC3=C(N=C(N=C32)Cl)N)CO)O. Drug 2: CC1CCCC2(C(O2)CC(NC(=O)CC(C(C(=O)C(C1O)C)(C)C)O)C(=CC3=CSC(=N3)C)C)C. Cell line: RPMI-8226. Synergy scores: CSS=40.8, Synergy_ZIP=-2.68, Synergy_Bliss=-4.24, Synergy_Loewe=-3.09, Synergy_HSA=-2.32. (8) Drug 1: CC1=C(C=C(C=C1)NC2=NC=CC(=N2)N(C)C3=CC4=NN(C(=C4C=C3)C)C)S(=O)(=O)N.Cl. Drug 2: C(CN)CNCCSP(=O)(O)O. Synergy scores: CSS=4.21, Synergy_ZIP=-5.46, Synergy_Bliss=-7.62, Synergy_Loewe=-11.8, Synergy_HSA=-8.11. Cell line: SF-539.